Dataset: Peptide-MHC class I binding affinity with 185,985 pairs from IEDB/IMGT. Task: Regression. Given a peptide amino acid sequence and an MHC pseudo amino acid sequence, predict their binding affinity value. This is MHC class I binding data. The peptide sequence is YLMCLSPLM. The MHC is HLA-A02:03 with pseudo-sequence HLA-A02:03. The binding affinity (normalized) is 1.00.